Dataset: Catalyst prediction with 721,799 reactions and 888 catalyst types from USPTO. Task: Predict which catalyst facilitates the given reaction. (1) Reactant: [NH2:1][C:2]1[C:3]([Cl:9])=[N:4][CH:5]=[CH:6][C:7]=1[CH3:8].C1CCCCC1.O1CCOCC1.N1C=CC=CC=1.[Cl:28][C:29]1[N:37]=[CH:36][CH:35]=[CH:34][C:30]=1[C:31](Cl)=[O:32]. Product: [Cl:28][C:29]1[N:37]=[CH:36][CH:35]=[CH:34][C:30]=1[C:31]([NH:1][C:2]1[C:3]([Cl:9])=[N:4][CH:5]=[CH:6][C:7]=1[CH3:8])=[O:32]. The catalyst class is: 12. (2) Product: [Br:1][C:5]1[C:6]([C:9]([O:11][CH3:12])=[O:10])=[N:7][O:8][C:4]=1[CH3:3]. The catalyst class is: 22. Reactant: [Br:1]Br.[CH3:3][C:4]1[O:8][N:7]=[C:6]([C:9]([O:11][CH3:12])=[O:10])[CH:5]=1.C(=O)([O-])[O-].[K+].[K+]. (3) Reactant: [Br:1][C:2]1[CH:10]=[CH:9][C:8]([C:11]([OH:13])=O)=[C:7]2[C:3]=1[CH:4]=[CH:5][NH:6]2.C(Cl)CCl.O.O[N:20]1C2C=CC=CC=2N=N1.[OH-].[NH4+]. Product: [Br:1][C:2]1[CH:10]=[CH:9][C:8]([C:11]([NH2:20])=[O:13])=[C:7]2[C:3]=1[CH:4]=[CH:5][NH:6]2. The catalyst class is: 76. (4) Reactant: [CH:1]1([NH:4][C:5]([C:7]2[CH:8]=[C:9]([F:52])[C:10]([CH3:51])=[C:11]([C:13]3[CH:14]=[C:15]4[C:20](=[CH:21][CH:22]=3)[C:19](=[O:23])[N:18]([CH2:24][C:25]([CH3:35])([CH3:34])[CH2:26][O:27]C(=O)C(C)(C)C)[CH:17]=[C:16]4[CH2:36][N:37]3[CH2:42][CH2:41][N:40]([C:43]([O:45][C:46]([CH3:49])([CH3:48])[CH3:47])=[O:44])[CH2:39][C@H:38]3[CH3:50])[CH:12]=2)=[O:6])[CH2:3][CH2:2]1.C(=O)([O-])[O-].[K+].[K+]. Product: [CH:1]1([NH:4][C:5]([C:7]2[CH:8]=[C:9]([F:52])[C:10]([CH3:51])=[C:11]([C:13]3[CH:14]=[C:15]4[C:20](=[CH:21][CH:22]=3)[C:19](=[O:23])[N:18]([CH2:24][C:25]([CH3:34])([CH3:35])[CH2:26][OH:27])[CH:17]=[C:16]4[CH2:36][N:37]3[CH2:42][CH2:41][N:40]([C:43]([O:45][C:46]([CH3:49])([CH3:48])[CH3:47])=[O:44])[CH2:39][C@H:38]3[CH3:50])[CH:12]=2)=[O:6])[CH2:3][CH2:2]1. The catalyst class is: 24.